Predict the reaction yield, written as a fraction of the theoretical maximum amount of product (1.0 means a 100% yield; for example, 0.34 means a 34% yield). From a dataset of Reaction yield outcomes from USPTO patents with 853,638 reactions. (1) The reactants are C/C=C/[C:4]1[CH:9]=[CH:8][CH:7]=[CH:6][CH:5]=1.[C:10](=[O:13])([O-])[O-].[K+].[K+].O.[CH3:17][C:18](C)=[O:19]. The catalyst is [Fe-3](C#N)(C#N)(C#N)(C#N)(C#N)C#N.[K+].[K+].[K+]. The product is [C:4]1([CH:10]([OH:13])[CH:18]([OH:19])[CH3:17])[CH:5]=[CH:6][CH:7]=[CH:8][CH:9]=1. The yield is 0.850. (2) The reactants are [NH2:1][C:2]1[C:7]2=[C:8]([C:16]3[CH:21]=[CH:20][CH:19]=[C:18]([O:22][CH2:23][C:24]4[CH:29]=[CH:28][CH:27]=[CH:26][CH:25]=4)[CH:17]=3)[CH:9]=[C:10]([CH2:11][CH2:12][CH2:13][CH2:14]O)[N:6]2[N:5]=[CH:4][N:3]=1.C(N(CC)CC)C.CS(Cl)(=O)=O.C(=O)([O-])[O-].[K+].[K+].[NH:48]1[CH2:53][CH2:52][CH2:51][CH2:50][CH2:49]1. The catalyst is ClCCl. The product is [CH2:23]([O:22][C:18]1[CH:17]=[C:16]([C:8]2[CH:9]=[C:10]([CH2:11][CH2:12][CH2:13][CH2:14][N:48]3[CH2:53][CH2:52][CH2:51][CH2:50][CH2:49]3)[N:6]3[C:7]=2[C:2]([NH2:1])=[N:3][CH:4]=[N:5]3)[CH:21]=[CH:20][CH:19]=1)[C:24]1[CH:29]=[CH:28][CH:27]=[CH:26][CH:25]=1. The yield is 0.0500.